Dataset: Catalyst prediction with 721,799 reactions and 888 catalyst types from USPTO. Task: Predict which catalyst facilitates the given reaction. (1) Reactant: C(N(CC)CC)C.N1C(=O)CC[C@H]1C(O)=O.[CH3:17][O:18][C:19]1[CH:20]=[C:21]2[C:26](=[CH:27][CH:28]=1)[N:25]=[CH:24][N:23]=[C:22]2[O:29][CH2:30][CH:31]1[CH2:36][CH2:35][CH:34]([OH:37])[CH2:33][CH2:32]1.O. Product: [CH3:17][O:18][C:19]1[CH:20]=[C:21]2[C:26](=[CH:27][CH:28]=1)[N:25]=[CH:24][N:23]=[C:22]2[O:29][CH2:30][CH:31]1[CH2:36][CH2:35][C:34](=[O:37])[CH2:33][CH2:32]1. The catalyst class is: 16. (2) Reactant: [CH:1]1([N:7]2[C:12]([OH:13])=[C:11]([C:14]([NH:16][CH2:17][C:18]([O:20]CC)=[O:19])=[O:15])[C:10](=[O:23])[N:9]([CH2:24][C:25]3[CH:30]=[CH:29][C:28]([CH2:31][CH3:32])=[CH:27][CH:26]=3)[C:8]2=[O:33])[CH2:6][CH2:5][CH2:4][CH2:3][CH2:2]1.[OH-].[Na+]. Product: [CH:1]1([N:7]2[C:12]([OH:13])=[C:11]([C:14]([NH:16][CH2:17][C:18]([OH:20])=[O:19])=[O:15])[C:10](=[O:23])[N:9]([CH2:24][C:25]3[CH:30]=[CH:29][C:28]([CH2:31][CH3:32])=[CH:27][CH:26]=3)[C:8]2=[O:33])[CH2:6][CH2:5][CH2:4][CH2:3][CH2:2]1. The catalyst class is: 8. (3) Reactant: Cl[C:2]1[CH:7]=[C:6]([C:8]([F:11])([F:10])[F:9])[N:5]=[C:4]([C:12]2[CH:13]=[N:14][CH:15]=[CH:16][CH:17]=2)[N:3]=1.[NH:18]1[C:26]2[C:21](=[CH:22][C:23]([NH2:27])=[CH:24][CH:25]=2)[CH:20]=[CH:19]1.C(=O)([O-])[O-].[K+].[K+]. Product: [NH:18]1[C:26]2[C:21](=[CH:22][C:23]([NH:27][C:2]3[CH:7]=[C:6]([C:8]([F:11])([F:10])[F:9])[N:5]=[C:4]([C:12]4[CH:13]=[N:14][CH:15]=[CH:16][CH:17]=4)[N:3]=3)=[CH:24][CH:25]=2)[CH:20]=[CH:19]1. The catalyst class is: 39.